This data is from Full USPTO retrosynthesis dataset with 1.9M reactions from patents (1976-2016). The task is: Predict the reactants needed to synthesize the given product. (1) Given the product [CH:27]1([C:26]2[O:25][N:24]=[C:23]([C:30]3[CH:35]=[CH:34][CH:33]=[CH:32][C:31]=3[O:36][C:37]([F:38])([F:39])[F:40])[C:41]=2[CH2:45][O:44][CH:43]2[CH2:42][CH:13]3[N:8]([C:1]([O:3][C:4]([CH3:5])([CH3:6])[CH3:7])=[O:2])[CH:10]([CH2:11][CH2:12]3)[CH2:9]2)[CH2:29][CH2:28]1, predict the reactants needed to synthesize it. The reactants are: [C:1]([N:8]1[CH2:13][CH2:12][CH2:11][CH2:10][CH2:9]1)([O:3][C:4]([CH3:7])([CH3:6])[CH3:5])=[O:2].CC(C)([O-])C.[K+].BrCC1[C:23]([C:30]2[CH:35]=[CH:34][CH:33]=[CH:32][C:31]=2[O:36][C:37]([F:40])([F:39])[F:38])=[N:24][O:25][C:26]=1[CH:27]1[CH2:29][CH2:28]1.[CH2:41]1[CH2:45][O:44][CH2:43][CH2:42]1. (2) The reactants are: [Cl:1][C:2]1[CH:3]=[C:4]([NH:9][C:10]2[C:19]3[C:14](=[CH:15][C:16]([O:23][CH2:24][CH:25]4[CH2:27][CH2:26]4)=[C:17]([N+:20]([O-])=O)[CH:18]=3)[N:13]=[CH:12][N:11]=2)[CH:5]=[CH:6][C:7]=1[F:8].C(O)(=O)C.O. Given the product [NH2:20][C:17]1[CH:18]=[C:19]2[C:14](=[CH:15][C:16]=1[O:23][CH2:24][CH:25]1[CH2:27][CH2:26]1)[N:13]=[CH:12][N:11]=[C:10]2[NH:9][C:4]1[CH:5]=[CH:6][C:7]([F:8])=[C:2]([Cl:1])[CH:3]=1, predict the reactants needed to synthesize it. (3) Given the product [CH3:12][O:11][CH2:10][CH2:9][O:8][C:6]1[CH:5]=[CH:4][C:3]([CH3:13])=[C:2]([B:14]2[O:18][C:17]([CH3:20])([CH3:19])[C:16]([CH3:22])([CH3:21])[O:15]2)[CH:7]=1, predict the reactants needed to synthesize it. The reactants are: Br[C:2]1[CH:7]=[C:6]([O:8][CH2:9][CH2:10][O:11][CH3:12])[CH:5]=[CH:4][C:3]=1[CH3:13].[B:14]1([B:14]2[O:18][C:17]([CH3:20])([CH3:19])[C:16]([CH3:22])([CH3:21])[O:15]2)[O:18][C:17]([CH3:20])([CH3:19])[C:16]([CH3:22])([CH3:21])[O:15]1.C(Cl)Cl.CC([O-])=O.[K+]. (4) Given the product [CH:1]([N:3]1[CH2:4][CH2:5][N:6]([C:9]([N:12]([CH3:14])[NH2:13])=[N:10][CH3:11])[CH2:7][CH2:8]1)=[O:2], predict the reactants needed to synthesize it. The reactants are: [CH:1]([N:3]1[CH2:8][CH2:7][N:6]([C:9]([NH:12][NH2:13])=[N:10][CH3:11])[CH2:5][CH2:4]1)=[O:2].[CH3:14]I.